This data is from Catalyst prediction with 721,799 reactions and 888 catalyst types from USPTO. The task is: Predict which catalyst facilitates the given reaction. Reactant: [OH:1][C:2]1[CH:11]=[CH:10][CH:9]=[C:8]2[C:3]=1[CH:4]=[CH:5][C:6]([Cl:12])=[N:7]2.C(=O)([O-])[O-].[K+].[K+].[F:19][C:20]1[CH:27]=[CH:26][C:23]([CH2:24]Br)=[CH:22][CH:21]=1. Product: [Cl:12][C:6]1[CH:5]=[CH:4][C:3]2[C:8](=[CH:9][CH:10]=[CH:11][C:2]=2[O:1][CH2:24][C:23]2[CH:26]=[CH:27][C:20]([F:19])=[CH:21][CH:22]=2)[N:7]=1. The catalyst class is: 21.